Dataset: M1 muscarinic receptor antagonist screen with 61,756 compounds. Task: Binary Classification. Given a drug SMILES string, predict its activity (active/inactive) in a high-throughput screening assay against a specified biological target. (1) The molecule is O=C(NCCN1CCCCC1)/C=N\O. The result is 0 (inactive). (2) The molecule is s1c2c(nc1NC(=O)CCC)ccc(OCC)c2. The result is 0 (inactive). (3) The drug is Brc1c(/N=C\N(C)C)c2nonc2c(Br)c1. The result is 0 (inactive). (4) The compound is S(=O)(=O)(N1CCOCC1)c1c2c(sc1C)ncn(c2=O)CC(=O)NCCN(CCCC)CC. The result is 0 (inactive). (5) The compound is Clc1cc2c(NC(=O)CN3CCN(CC3)C(OCC)=O)c([nH]c2cc1)C(OC)=O. The result is 0 (inactive).